Dataset: Full USPTO retrosynthesis dataset with 1.9M reactions from patents (1976-2016). Task: Predict the reactants needed to synthesize the given product. (1) Given the product [CH3:33][C:12]1[CH:11]=[C:10]([NH:9][C:35]2[CH:40]=[CH:39][C:38]([C:41]([C:43]3[CH:48]=[C:47]([N:49]4[CH:53]=[C:52]([CH2:54][CH2:55][OH:56])[N:51]=[N:50]4)[CH:46]=[CH:45][C:44]=3[CH3:57])=[O:42])=[C:37]([CH3:58])[CH:36]=2)[CH:15]=[CH:14][C:13]=1[CH3:16], predict the reactants needed to synthesize it. The reactants are: FC1C=C(F)C=CC=1[NH:9][C:10]1[CH:15]=[CH:14][C:13]([C:16](C2C=C(N3C=C(CCO)N=N3)C=CC=2C)=O)=[C:12]([CH3:33])[CH:11]=1.Br[C:35]1[CH:40]=[CH:39][C:38]([C:41]([C:43]2[CH:48]=[C:47]([N:49]3[CH:53]=[C:52]([CH2:54][CH2:55][OH:56])[N:51]=[N:50]3)[CH:46]=[CH:45][C:44]=2[CH3:57])=[O:42])=[C:37]([CH3:58])[CH:36]=1.CC1C=C(N)C=CC=1C. (2) Given the product [CH3:18][C:19]1[CH:20]=[CH:21][C:22]([N:28]2[N:32]=[CH:31][CH:30]=[N:29]2)=[C:23]([CH:27]=1)[C:24]([NH:17][CH:13]1[CH2:14][CH2:15][CH2:16][CH:12]1[CH2:11][C:2]1[CH:3]=[N:4][C:5]2[C:10](=[CH:9][CH:8]=[CH:7][CH:6]=2)[N:1]=1)=[O:25], predict the reactants needed to synthesize it. The reactants are: [N:1]1[C:10]2[C:5](=[CH:6][CH:7]=[CH:8][CH:9]=2)[N:4]=[CH:3][C:2]=1[CH2:11][CH:12]1[CH2:16][CH2:15][CH2:14][CH:13]1[NH2:17].[CH3:18][C:19]1[CH:20]=[CH:21][C:22]([N:28]2[N:32]=[CH:31][CH:30]=[N:29]2)=[C:23]([CH:27]=1)[C:24](O)=[O:25].CCN(C(C)C)C(C)C.CN(C(ON1N=NC2C=CC=CC1=2)=[N+](C)C)C.[B-](F)(F)(F)F.